Predict the reactants needed to synthesize the given product. From a dataset of Full USPTO retrosynthesis dataset with 1.9M reactions from patents (1976-2016). Given the product [CH3:1][C:2]([S:25]([CH3:28])(=[O:26])=[O:27])([CH2:8][CH2:9][C:10]1[CH:11]=[CH:12][C:13]([B:16]2[O:20][C:19]([CH3:21])([CH3:22])[C:18]([CH3:23])([CH3:24])[O:17]2)=[CH:14][CH:15]=1)[C:3]([OH:5])=[O:4], predict the reactants needed to synthesize it. The reactants are: [CH3:1][C:2]([S:25]([CH3:28])(=[O:27])=[O:26])([CH2:8][CH2:9][C:10]1[CH:15]=[CH:14][C:13]([B:16]2[O:20][C:19]([CH3:22])([CH3:21])[C:18]([CH3:24])([CH3:23])[O:17]2)=[CH:12][CH:11]=1)[C:3]([O:5]CC)=[O:4].[OH-].[Li+].BrC1C=CC(CCC(C)(S(C)(=O)=O)C(O)=O)=CC=1.